Dataset: Peptide-MHC class II binding affinity with 134,281 pairs from IEDB. Task: Regression. Given a peptide amino acid sequence and an MHC pseudo amino acid sequence, predict their binding affinity value. This is MHC class II binding data. (1) The peptide sequence is TSWFYDNDNPYRTWH. The MHC is DRB1_1301 with pseudo-sequence DRB1_1301. The binding affinity (normalized) is 0. (2) The peptide sequence is IHHQHVQDCDESVLT. The MHC is HLA-DQA10201-DQB10301 with pseudo-sequence HLA-DQA10201-DQB10301. The binding affinity (normalized) is 0.330. (3) The MHC is DRB1_0101 with pseudo-sequence DRB1_0101. The binding affinity (normalized) is 0. The peptide sequence is LENLVVLNAASVAGAHW.